Dataset: NCI-60 drug combinations with 297,098 pairs across 59 cell lines. Task: Regression. Given two drug SMILES strings and cell line genomic features, predict the synergy score measuring deviation from expected non-interaction effect. (1) Drug 1: C1CN1P(=S)(N2CC2)N3CC3. Drug 2: C1CN(CCN1C(=O)CCBr)C(=O)CCBr. Cell line: ACHN. Synergy scores: CSS=70.4, Synergy_ZIP=-5.01, Synergy_Bliss=-2.55, Synergy_Loewe=-3.23, Synergy_HSA=1.39. (2) Drug 1: C1=CC(=CC=C1C#N)C(C2=CC=C(C=C2)C#N)N3C=NC=N3. Drug 2: CCC1(CC2CC(C3=C(CCN(C2)C1)C4=CC=CC=C4N3)(C5=C(C=C6C(=C5)C78CCN9C7C(C=CC9)(C(C(C8N6C)(C(=O)OC)O)OC(=O)C)CC)OC)C(=O)OC)O.OS(=O)(=O)O. Cell line: SNB-75. Synergy scores: CSS=-0.144, Synergy_ZIP=0.865, Synergy_Bliss=-0.285, Synergy_Loewe=-0.558, Synergy_HSA=-1.19. (3) Drug 1: CN(C)N=NC1=C(NC=N1)C(=O)N. Drug 2: COCCOC1=C(C=C2C(=C1)C(=NC=N2)NC3=CC=CC(=C3)C#C)OCCOC.Cl. Cell line: OVCAR-5. Synergy scores: CSS=9.78, Synergy_ZIP=-2.39, Synergy_Bliss=0.932, Synergy_Loewe=-7.41, Synergy_HSA=0.291. (4) Cell line: BT-549. Synergy scores: CSS=13.2, Synergy_ZIP=-6.82, Synergy_Bliss=-5.80, Synergy_Loewe=-18.1, Synergy_HSA=-6.46. Drug 2: C1CNP(=O)(OC1)N(CCCl)CCCl. Drug 1: C1=NC2=C(N1)C(=S)N=C(N2)N. (5) Drug 1: CN(C)C1=NC(=NC(=N1)N(C)C)N(C)C. Drug 2: CC1CCC2CC(C(=CC=CC=CC(CC(C(=O)C(C(C(=CC(C(=O)CC(OC(=O)C3CCCCN3C(=O)C(=O)C1(O2)O)C(C)CC4CCC(C(C4)OC)O)C)C)O)OC)C)C)C)OC. Cell line: MALME-3M. Synergy scores: CSS=23.6, Synergy_ZIP=-1.46, Synergy_Bliss=2.69, Synergy_Loewe=-22.6, Synergy_HSA=-1.74.